From a dataset of Full USPTO retrosynthesis dataset with 1.9M reactions from patents (1976-2016). Predict the reactants needed to synthesize the given product. (1) Given the product [Br:19][C:20]1[CH:21]=[C:22]2[C:27]([NH:1][C@@H:2]3[CH2:6][CH2:5][C@@:4]([CH2:8][NH:9][C:10](=[O:16])[O:11][C:12]([CH3:15])([CH3:14])[CH3:13])([CH3:7])[C:3]3([CH3:18])[CH3:17])=[C:26]([C:29](=[O:30])[NH2:31])[CH:25]=[N:24][N:23]2[CH:32]=1, predict the reactants needed to synthesize it. The reactants are: [NH2:1][C@@H:2]1[CH2:6][CH2:5][C@@:4]([CH2:8][NH:9][C:10](=[O:16])[O:11][C:12]([CH3:15])([CH3:14])[CH3:13])([CH3:7])[C:3]1([CH3:18])[CH3:17].[Br:19][C:20]1[CH:21]=[C:22]2[C:27](Cl)=[C:26]([C:29]([NH2:31])=[O:30])[CH:25]=[N:24][N:23]2[CH:32]=1.CCN(C(C)C)C(C)C. (2) The reactants are: [CH2:1]([NH:8][CH2:9][CH2:10][OH:11])[C:2]1[CH:7]=[CH:6][CH:5]=[CH:4][CH:3]=1.C(N(CC)CC)C.Br[CH2:20]/[CH:21]=[CH:22]/[C:23]([O:25][CH2:26][CH3:27])=[O:24].[OH-].[Na+]. Given the product [CH2:1]([N:8]1[CH2:9][CH2:10][O:11][CH:21]([CH2:22][C:23]([O:25][CH2:26][CH3:27])=[O:24])[CH2:20]1)[C:2]1[CH:7]=[CH:6][CH:5]=[CH:4][CH:3]=1, predict the reactants needed to synthesize it. (3) Given the product [NH2:1][C:2]1[C:3]2[S:11][CH:10]=[C:9]([C:12]3[CH:13]=[C:14]([CH:18]=[CH:19][CH:20]=3)[C:15]([NH:26][CH3:24])=[O:17])[C:4]=2[N:5]=[C:6]([Cl:8])[N:7]=1, predict the reactants needed to synthesize it. The reactants are: [NH2:1][C:2]1[C:3]2[S:11][CH:10]=[C:9]([C:12]3[CH:13]=[C:14]([CH:18]=[CH:19][CH:20]=3)[C:15]([OH:17])=O)[C:4]=2[N:5]=[C:6]([Cl:8])[N:7]=1.Cl.CN.[CH2:24]([N:26]=C=NCCCN(C)C)C.OC1C2N=NNC=2C=CC=1.CN(C)C.